The task is: Predict the reactants needed to synthesize the given product.. This data is from Full USPTO retrosynthesis dataset with 1.9M reactions from patents (1976-2016). (1) Given the product [Cl:12][C:13]1[N:22]=[C:5]([CH2:4][C:3]([NH2:24])=[O:9])[C:7]2[C:15](=[CH:16][CH:17]=[CH:18][CH:19]=2)[N:14]=1, predict the reactants needed to synthesize it. The reactants are: [H-].[Na+].[C:3]([O:9]CC)(=O)[CH2:4][C:5]([CH3:7])=O.[Cl:12][C:13]1[N:22]=C(Cl)C2[C:15](=[CH:16][CH:17]=[CH:18][CH:19]=2)[N:14]=1.[NH4+:24].[OH-]. (2) Given the product [CH3:27][NH:28][C:29]([NH:15][CH:11]1[C:12]2[C:8](=[CH:7][C:6](/[CH:5]=[CH:4]/[CH:3]([C:16]3[CH:17]=[C:18]([Cl:24])[C:19]([Cl:23])=[C:20]([Cl:22])[CH:21]=3)[C:2]([F:1])([F:25])[F:26])=[CH:14][CH:13]=2)[CH2:9][CH2:10]1)=[S:30], predict the reactants needed to synthesize it. The reactants are: [F:1][C:2]([F:26])([F:25])[CH:3]([C:16]1[CH:21]=[C:20]([Cl:22])[C:19]([Cl:23])=[C:18]([Cl:24])[CH:17]=1)/[CH:4]=[CH:5]/[C:6]1[CH:7]=[C:8]2[C:12](=[CH:13][CH:14]=1)[CH:11]([NH2:15])[CH2:10][CH2:9]2.[CH3:27][N:28]=[C:29]=[S:30]. (3) Given the product [CH3:9][O:8][C:5]1[N:6]=[CH:7][C:2]([NH:1][CH:20]=[C:14]2[C:15](=[O:17])[O:16][C:11]([CH3:19])([CH3:10])[O:12][C:13]2=[O:18])=[CH:3][CH:4]=1, predict the reactants needed to synthesize it. The reactants are: [NH2:1][C:2]1[CH:3]=[CH:4][C:5]([O:8][CH3:9])=[N:6][CH:7]=1.[CH3:10][C:11]1([CH3:19])[O:16][C:15](=[O:17])[CH2:14][C:13](=[O:18])[O:12]1.[CH:20](OCC)(OCC)OCC. (4) Given the product [Cl:1][C:2]1[CH:7]=[C:6]([CH2:8][O:10][C:11]2[C:20]3[C:15](=[CH:16][CH:17]=[CH:18][CH:19]=3)[C:14]([NH:21][C:22](=[O:28])[O:23][C:24]([CH3:26])([CH3:25])[CH3:27])=[CH:13][CH:12]=2)[CH:5]=[CH:4][N:3]=1, predict the reactants needed to synthesize it. The reactants are: [Cl:1][C:2]1[CH:7]=[C:6]([CH2:8]Cl)[CH:5]=[CH:4][N:3]=1.[OH:10][C:11]1[C:20]2[C:15](=[CH:16][CH:17]=[CH:18][CH:19]=2)[C:14]([NH:21][C:22](=[O:28])[O:23][C:24]([CH3:27])([CH3:26])[CH3:25])=[CH:13][CH:12]=1.C(=O)([O-])[O-].[Cs+].[Cs+]. (5) Given the product [Br:1][C:2]1[S:11][C:5]2[N:6]=[CH:7][NH:8][C:9](=[O:10])[C:4]=2[C:3]=1[N+:17]([O-:19])=[O:18], predict the reactants needed to synthesize it. The reactants are: [Br:1][C:2]1[S:11][C:5]2[N:6]=[CH:7][NH:8][C:9](=[O:10])[C:4]=2[CH:3]=1.S(=O)(=O)(O)O.[N+:17]([O-])([OH:19])=[O:18].